From a dataset of Full USPTO retrosynthesis dataset with 1.9M reactions from patents (1976-2016). Predict the reactants needed to synthesize the given product. (1) Given the product [N:1]1[CH:6]=[CH:5][CH:4]=[CH:3][C:2]=1[C:18]([OH:17])([CH3:19])[CH3:12], predict the reactants needed to synthesize it. The reactants are: [N:1]1[CH:6]=[CH:5][CH:4]=[CH:3][C:2]=1C(OCC)=O.[CH3:12][Li].O.CC[O:17][CH2:18][CH3:19]. (2) Given the product [CH3:1][N:2]([CH3:12])[C:3]1[CH:8]=[CH:7][CH:6]=[C:5]([NH2:9])[CH:4]=1, predict the reactants needed to synthesize it. The reactants are: [CH3:1][N:2]([CH3:12])[C:3]1[CH:8]=[CH:7][CH:6]=[C:5]([N+:9]([O-])=O)[CH:4]=1.[Sn](Cl)Cl.